From a dataset of Retrosynthesis with 50K atom-mapped reactions and 10 reaction types from USPTO. Predict the reactants needed to synthesize the given product. (1) Given the product CCOc1ccc(/C=C2\SC(=O)N(Cc3cccnc3)C2=O)cc1, predict the reactants needed to synthesize it. The reactants are: CCCN1C(=O)S/C(=C\c2ccc(OCC)cc2)C1=O.ClCc1cccnc1. (2) Given the product COCCCNc1cc(OCc2ccccc2)ccc1CN, predict the reactants needed to synthesize it. The reactants are: COCCCNc1cc(OCc2ccccc2)ccc1C#N.